This data is from Catalyst prediction with 721,799 reactions and 888 catalyst types from USPTO. The task is: Predict which catalyst facilitates the given reaction. Reactant: [Cl:1][C:2]1[C:10]2[N:9]=[C:8]([NH:11][C:12]3[C:17]([CH3:18])=[CH:16][C:15]([Cl:19])=[CH:14][C:13]=3[O:20][CH3:21])[N:7]([CH2:22][C:23](OC(C)C)=[O:24])[C:6]=2[C:5]([CH:29]([CH2:32][CH3:33])[CH2:30][CH3:31])=[CH:4][CH:3]=1.[BH4-].[Li+]. Product: [Cl:1][C:2]1[C:10]2[N:9]=[C:8]([NH:11][C:12]3[C:17]([CH3:18])=[CH:16][C:15]([Cl:19])=[CH:14][C:13]=3[O:20][CH3:21])[N:7]([CH2:22][CH2:23][OH:24])[C:6]=2[C:5]([CH:29]([CH2:32][CH3:33])[CH2:30][CH3:31])=[CH:4][CH:3]=1. The catalyst class is: 7.